Dataset: Full USPTO retrosynthesis dataset with 1.9M reactions from patents (1976-2016). Task: Predict the reactants needed to synthesize the given product. (1) Given the product [Cl:1][C:2]1[C:3]([OH:11])=[C:4]([CH:8]=[CH:9][CH:10]=1)[C:5]([NH:45][CH:42]1[C:43]2[C:38](=[CH:37][CH:36]=[C:35]([CH3:34])[CH:44]=2)[CH2:39][CH2:40][CH2:41]1)=[O:7], predict the reactants needed to synthesize it. The reactants are: [Cl:1][C:2]1[CH:10]=[CH:9][CH:8]=[C:4]([C:5]([OH:7])=O)[C:3]=1[OH:11].C1C=CC2N(O)N=NC=2C=1.CCN=C=NCCCN(C)C.Cl.[CH3:34][C:35]1[CH:44]=[C:43]2[C:38]([CH2:39][CH2:40][CH2:41][CH:42]2[NH2:45])=[CH:37][CH:36]=1. (2) Given the product [F:18][C:19]1[CH:27]=[C:26]2[C:22]([CH:23]=[CH:24][NH:25]2)=[C:21]([C:2]2[CH:3]=[C:4]([N:12]3[CH2:17][CH2:16][O:15][CH2:14][CH2:13]3)[N:5]=[C:6]([S:8]([CH3:11])(=[O:10])=[O:9])[N:7]=2)[CH:20]=1, predict the reactants needed to synthesize it. The reactants are: Cl[C:2]1[N:7]=[C:6]([S:8]([CH3:11])(=[O:10])=[O:9])[N:5]=[C:4]([N:12]2[CH2:17][CH2:16][O:15][CH2:14][CH2:13]2)[CH:3]=1.[F:18][C:19]1[CH:27]=[C:26]2[C:22]([CH:23]=[CH:24][NH:25]2)=[C:21](B2OC(C)(C)C(C)(C)O2)[CH:20]=1.[O-]P([O-])([O-])=O.[K+].[K+].[K+]. (3) Given the product [S:14]1[C:18]2[CH:19]=[CH:20][CH:21]=[CH:22][C:17]=2[CH:16]=[C:15]1[CH:23]([C:25]1[CH:30]=[C:29]([Br:31])[CH:28]=[CH:27][C:26]=1[Cl:32])[O:24][Si:10]([C:6]([CH3:9])([CH3:8])[CH3:7])([CH3:13])[CH3:12], predict the reactants needed to synthesize it. The reactants are: N1C=CN=C1.[C:6]([Si:10]([CH3:13])([CH3:12])Cl)([CH3:9])([CH3:8])[CH3:7].[S:14]1[C:18]2[CH:19]=[CH:20][CH:21]=[CH:22][C:17]=2[CH:16]=[C:15]1[CH:23]([C:25]1[CH:30]=[C:29]([Br:31])[CH:28]=[CH:27][C:26]=1[Cl:32])[OH:24].O. (4) Given the product [Cl:23][C:24]1[C:29](/[CH:22]=[CH:21]/[N:16]2[CH:15]=[N:14][C:13]3[C:17]2=[N:18][CH:19]=[N:20][C:12]=3[NH:11][C:8]2[CH:9]=[CH:10][C:5]([P:2]([CH3:1])([CH3:4])=[O:3])=[CH:6][CH:7]=2)=[C:28]([CH3:31])[CH:27]=[CH:26][N:25]=1, predict the reactants needed to synthesize it. The reactants are: [CH3:1][P:2]([C:5]1[CH:10]=[CH:9][C:8]([NH:11][C:12]2[N:20]=[CH:19][N:18]=[C:17]3[C:13]=2[N:14]=[CH:15][N:16]3[CH:21]=[CH2:22])=[CH:7][CH:6]=1)([CH3:4])=[O:3].[Cl:23][C:24]1[C:29](I)=[C:28]([CH3:31])[CH:27]=[CH:26][N:25]=1.C1(C)C=CC=CC=1P(C1C=CC=CC=1C)C1C=CC=CC=1C. (5) Given the product [CH2:1]([O:3][C:4](=[O:16])[CH2:5][C:6]1([C:9]2[CH:14]=[CH:13][C:12]([B:17]3[O:21][C:20]([CH3:23])([CH3:22])[C:19]([CH3:25])([CH3:24])[O:18]3)=[CH:11][CH:10]=2)[CH2:8][CH2:7]1)[CH3:2], predict the reactants needed to synthesize it. The reactants are: [CH2:1]([O:3][C:4](=[O:16])[CH2:5][C:6]1([C:9]2[CH:14]=[CH:13][C:12](Br)=[CH:11][CH:10]=2)[CH2:8][CH2:7]1)[CH3:2].[B:17]1([B:17]2[O:21][C:20]([CH3:23])([CH3:22])[C:19]([CH3:25])([CH3:24])[O:18]2)[O:21][C:20]([CH3:23])([CH3:22])[C:19]([CH3:25])([CH3:24])[O:18]1. (6) Given the product [F:16][C:14]([F:15])([F:17])[C:11]1[CH:12]=[CH:13][C:8]([C:6]2[S:5][C:4]([CH2:18][OH:19])=[C:3]([CH2:2][S:25][CH:23]([CH3:24])[CH3:22])[CH:7]=2)=[CH:9][CH:10]=1, predict the reactants needed to synthesize it. The reactants are: Br[CH2:2][C:3]1[CH:7]=[C:6]([C:8]2[CH:13]=[CH:12][C:11]([C:14]([F:17])([F:16])[F:15])=[CH:10][CH:9]=2)[S:5][C:4]=1[C:18](OC)=[O:19].[CH3:22][CH:23]([SH:25])[CH3:24]. (7) Given the product [ClH:60].[ClH:60].[ClH:60].[NH2:8][C@H:9]1[CH2:27][C:26]2[CH:28]=[C:22]([CH:23]=[CH:24][C:25]=2[OH:29])[C:21]2=[CH:30][C:17](=[C:18]([OH:31])[CH:19]=[CH:20]2)[CH2:16][C@@H:15]([C:32]([NH:34][CH:35]2[CH2:36][CH2:37][NH:38][CH2:39][CH2:40]2)=[O:33])[NH:14][C:13](=[O:48])[C@H:12]([CH2:49][CH2:50][CH2:51][NH2:52])[NH:11][C:10]1=[O:59], predict the reactants needed to synthesize it. The reactants are: C(OC([NH:8][C@H:9]1[CH2:27][C:26]2[CH:28]=[C:22]([CH:23]=[CH:24][C:25]=2[OH:29])[C:21]2=[CH:30][C:17](=[C:18]([OH:31])[CH:19]=[CH:20]2)[CH2:16][C@@H:15]([C:32]([NH:34][CH:35]2[CH2:40][CH2:39][N:38](C(OC(C)(C)C)=O)[CH2:37][CH2:36]2)=[O:33])[NH:14][C:13](=[O:48])[C@H:12]([CH2:49][CH2:50][CH2:51][NH:52]C(C(C)(C)C)=O)[NH:11][C:10]1=[O:59])=O)(C)(C)C.[ClH:60].O1CCOCC1.